Dataset: TCR-epitope binding with 47,182 pairs between 192 epitopes and 23,139 TCRs. Task: Binary Classification. Given a T-cell receptor sequence (or CDR3 region) and an epitope sequence, predict whether binding occurs between them. (1) The epitope is LLWNGPMAV. The TCR CDR3 sequence is CASSQTGTGAYEQYF. Result: 1 (the TCR binds to the epitope). (2) The epitope is MPASWVMRI. The TCR CDR3 sequence is CASSGTGAQNTEAFF. Result: 1 (the TCR binds to the epitope). (3) The epitope is NLSALGIFST. The TCR CDR3 sequence is CASSLASTPFWETQYF. Result: 0 (the TCR does not bind to the epitope). (4) The epitope is LLQTGIHVRVSQPSL. The TCR CDR3 sequence is CASSPSGSAYEQYF. Result: 1 (the TCR binds to the epitope).